This data is from Catalyst prediction with 721,799 reactions and 888 catalyst types from USPTO. The task is: Predict which catalyst facilitates the given reaction. (1) Reactant: [CH2:1]([O:3][C:4](=[O:38])[CH2:5][CH2:6][CH2:7][CH2:8][CH2:9][O:10][C:11]1[CH:37]=[CH:36][C:14]([O:15][C:16]2[S:17][C:18]([C:29]([O:31]C(C)(C)C)=[O:30])=[C:19]3[C:27]=2[C:26]2[N:25]([CH3:28])[N:24]=[CH:23][C:22]=2[CH2:21][CH2:20]3)=[CH:13][CH:12]=1)[CH3:2].Cl.C1COCC1. Product: [CH2:1]([O:3][C:4](=[O:38])[CH2:5][CH2:6][CH2:7][CH2:8][CH2:9][O:10][C:11]1[CH:12]=[CH:13][C:14]([O:15][C:16]2[S:17][C:18]([C:29]([OH:31])=[O:30])=[C:19]3[C:27]=2[C:26]2[N:25]([CH3:28])[N:24]=[CH:23][C:22]=2[CH2:21][CH2:20]3)=[CH:36][CH:37]=1)[CH3:2]. The catalyst class is: 8. (2) Reactant: [Cl:1][C:2]1[CH:3]=[CH:4][C:5]2[C:11](=[O:12])[C:10]3[CH:13]=[CH:14][CH:15]=[C:16]([O:17]C)[C:9]=3[CH2:8][CH2:7][C:6]=2[CH:19]=1.Br. Product: [Cl:1][C:2]1[CH:3]=[CH:4][C:5]2[C:11](=[O:12])[C:10]3[CH:13]=[CH:14][CH:15]=[C:16]([OH:17])[C:9]=3[CH2:8][CH2:7][C:6]=2[CH:19]=1. The catalyst class is: 15.